Dataset: Catalyst prediction with 721,799 reactions and 888 catalyst types from USPTO. Task: Predict which catalyst facilitates the given reaction. (1) Reactant: [CH3:1][O:2][C:3](=[O:13])[C:4]1[CH:9]=[CH:8][CH:7]=[C:6]([CH2:10][C:11]#[N:12])[CH:5]=1.Cl. Product: [CH3:1][O:2][C:3](=[O:13])[C:4]1[CH:9]=[CH:8][CH:7]=[C:6]([CH2:10][CH2:11][NH2:12])[CH:5]=1. The catalyst class is: 867. (2) Reactant: C(N)CCN.C(O)(=O)C=C.C(O)(=O)C=C.C(O)(=O)C=C.[CH2:21]([C:23]([CH2:28][OH:29])([CH2:26][OH:27])[CH2:24][CH3:25])[OH:22]. Product: [CH2:21]([C:23]([CH2:28][OH:29])([CH2:26][OH:27])[CH2:24][CH3:25])[OH:22]. The catalyst class is: 5. (3) Reactant: [CH2:1]([N:8]1[C:13](=[O:14])[C:12]2[O:15][C:16]3[CH:21]=[CH:20][CH:19]=[CH:18][C:17]=3[C:11]=2[N:10]=[C:9]1[CH:22](Br)[CH:23]([CH3:25])[CH3:24])[C:2]1[CH:7]=[CH:6][CH:5]=[CH:4][CH:3]=1.[N-:27]=[N+:28]=[N-:29].[Na+].C(OCC)(=O)C. Product: [N:27]([CH:22]([C:9]1[N:8]([CH2:1][C:2]2[CH:3]=[CH:4][CH:5]=[CH:6][CH:7]=2)[C:13](=[O:14])[C:12]2[O:15][C:16]3[CH:21]=[CH:20][CH:19]=[CH:18][C:17]=3[C:11]=2[N:10]=1)[CH:23]([CH3:25])[CH3:24])=[N+:28]=[N-:29]. The catalyst class is: 3. (4) Reactant: [CH3:1][C:2]1[O:3][C:4]([C:7]2[CH:8]=[CH:9][C:10]3[O:14][CH:13]=[C:12]([C:15]4[CH:16]=[N:17][NH:18][CH:19]=4)[C:11]=3[CH:20]=2)=[N:5][N:6]=1.[CH3:21][O:22][CH2:23]Cl.[H-].[Na+].O. Product: [CH3:21][O:22][CH2:23][N:18]1[CH:19]=[C:15]([C:12]2[C:11]3[CH:20]=[C:7]([C:4]4[O:3][C:2]([CH3:1])=[N:6][N:5]=4)[CH:8]=[CH:9][C:10]=3[O:14][CH:13]=2)[CH:16]=[N:17]1. The catalyst class is: 9. (5) Reactant: [N:1]1[CH:6]=[CH:5][CH:4]=[CH:3][C:2]=1[CH2:7][NH2:8].C(N(CC)C(C)C)(C)C.Cl[C:19](=[O:25])[C:20]([O:22][CH2:23][CH3:24])=[O:21]. Product: [O:25]=[C:19]([NH:8][CH2:7][C:2]1[CH:3]=[CH:4][CH:5]=[CH:6][N:1]=1)[C:20]([O:22][CH2:23][CH3:24])=[O:21]. The catalyst class is: 4.